This data is from Full USPTO retrosynthesis dataset with 1.9M reactions from patents (1976-2016). The task is: Predict the reactants needed to synthesize the given product. (1) Given the product [C:5]1([P:11]([CH2:14][NH:4][CH:1]([CH3:3])[CH3:2])[CH2:12][NH:4][CH:1]([CH3:3])[CH3:2])[CH:10]=[CH:9][CH:8]=[CH:7][CH:6]=1, predict the reactants needed to synthesize it. The reactants are: [CH:1]([NH2:4])([CH3:3])[CH3:2].[C:5]1([P:11]([CH2:14]O)[CH2:12]O)[CH:10]=[CH:9][CH:8]=[CH:7][CH:6]=1. (2) The reactants are: [F:1][C:2]([F:24])([F:23])[C:3]1[N:8]=[CH:7][N:6]=[C:5]([N:9]2[CH2:14][CH2:13][CH:12]([NH:15]C(=O)OC(C)(C)C)[CH2:11][CH2:10]2)[CH:4]=1.[ClH:25]. Given the product [ClH:25].[ClH:25].[F:24][C:2]([F:1])([F:23])[C:3]1[N:8]=[CH:7][N:6]=[C:5]([N:9]2[CH2:14][CH2:13][CH:12]([NH2:15])[CH2:11][CH2:10]2)[CH:4]=1, predict the reactants needed to synthesize it. (3) Given the product [F:1][C:2]1[CH:3]=[CH:4][C:5]([CH:8]2[C:9]3[O:13][C:17](=[O:18])[NH:16][C:14](=[O:15])[C:10]=3[CH2:11][CH2:12]2)=[CH:6][CH:7]=1, predict the reactants needed to synthesize it. The reactants are: [F:1][C:2]1[CH:7]=[CH:6][C:5]([CH:8]2[CH2:12][CH2:11][CH2:10][C:9]2=[O:13])=[CH:4][CH:3]=1.[C:14](Cl)([N:16]=[C:17]=[O:18])=[O:15].